This data is from Full USPTO retrosynthesis dataset with 1.9M reactions from patents (1976-2016). The task is: Predict the reactants needed to synthesize the given product. (1) The reactants are: C1COCC1.[Cl-].[Cl:7][C:8]1[N:13]=[CH:12][C:11]([CH2:14][Zn+])=[CH:10][CH:9]=1.Br[C:17]1[S:32][C:20]2[N:21]=[C:22]([C:26]3[O:27][C:28]([CH3:31])=[CH:29][CH:30]=3)[N:23]=[C:24]([NH2:25])[C:19]=2[CH:18]=1. Given the product [Cl:7][C:8]1[N:13]=[CH:12][C:11]([CH2:14][C:17]2[S:32][C:20]3[N:21]=[C:22]([C:26]4[O:27][C:28]([CH3:31])=[CH:29][CH:30]=4)[N:23]=[C:24]([NH2:25])[C:19]=3[CH:18]=2)=[CH:10][CH:9]=1, predict the reactants needed to synthesize it. (2) Given the product [Br:1][CH:2]1[CH:3]2[C:4]([NH:9][B:17]([C:11]3[CH:16]=[CH:15][CH:14]=[CH:13][CH:12]=3)[NH:10]2)=[C:5]([Br:8])[CH:6]=[CH:7]1, predict the reactants needed to synthesize it. The reactants are: [Br:1][C:2]1[C:3]([NH2:10])=[C:4]([NH2:9])[C:5]([Br:8])=[CH:6][CH:7]=1.[C:11]1([B:17](O)O)[CH:16]=[CH:15][CH:14]=[CH:13][CH:12]=1. (3) Given the product [Cl:11][C:6]1[NH:5][C:4](=[O:10])[C:3]([CH2:1][CH3:2])=[CH:8][N:7]=1, predict the reactants needed to synthesize it. The reactants are: [CH2:1]([C:3]1[C:4](=[O:10])[NH:5][C:6](=O)[NH:7][CH:8]=1)[CH3:2].[Cl:11]C1NC(=O)C(C)=C(C)N=1. (4) Given the product [CH2:26]([C@H:33]1[CH2:37][O:36][C:35](=[O:38])[N:34]1[C:39](=[O:44])[C@@H:40]([O:41][CH2:42][CH3:43])[C@@H:5]([C:4]1[CH:3]=[C:2]([CH3:1])[C:9]([O:10][CH2:11][CH2:12][C:13]2[N:14]=[C:15]([C:19]3[CH:24]=[CH:23][CH:22]=[CH:21][CH:20]=3)[O:16][C:17]=2[CH3:18])=[C:8]([CH3:25])[CH:7]=1)[OH:6])[C:27]1[CH:28]=[CH:29][CH:30]=[CH:31][CH:32]=1, predict the reactants needed to synthesize it. The reactants are: [CH3:1][C:2]1[CH:3]=[C:4]([CH:7]=[C:8]([CH3:25])[C:9]=1[O:10][CH2:11][CH2:12][C:13]1[N:14]=[C:15]([C:19]2[CH:24]=[CH:23][CH:22]=[CH:21][CH:20]=2)[O:16][C:17]=1[CH3:18])[CH:5]=[O:6].[CH2:26]([C@H:33]1[CH2:37][O:36][C:35](=[O:38])[N:34]1[C:39](=[O:44])[CH2:40][O:41][CH2:42][CH3:43])[C:27]1[CH:32]=[CH:31][CH:30]=[CH:29][CH:28]=1.B(OS(C(F)(F)F)(=O)=O)(CCCC)CCCC. (5) Given the product [Cl:34][C:35]1[CH:40]=[C:39]([C:41]2([C:43]([F:46])([F:44])[F:45])[CH2:42][C:7]([C:9]3[CH:10]=[C:11]4[C:15](=[CH:16][CH:17]=3)[CH:14]([NH:18][C:19](=[O:25])[O:20][C:21]([CH3:24])([CH3:23])[CH3:22])[CH2:13][CH2:12]4)=[N:6][CH2:5]2)[CH:38]=[C:37]([Cl:47])[CH:36]=1, predict the reactants needed to synthesize it. The reactants are: C[Si]([CH2:5][NH:6][C:7]([C:9]1[CH:10]=[C:11]2[C:15](=[CH:16][CH:17]=1)[CH:14]([NH:18][C:19](=[O:25])[O:20][C:21]([CH3:24])([CH3:23])[CH3:22])[CH2:13][CH2:12]2)=S)(C)C.C(=O)([O-])[O-].[K+].[K+].CI.[Cl:34][C:35]1[CH:40]=[C:39]([C:41]([C:43]([F:46])([F:45])[F:44])=[CH2:42])[CH:38]=[C:37]([Cl:47])[CH:36]=1. (6) Given the product [F:1][C:2]1[CH:32]=[CH:31][C:5]([CH2:6][NH:7][C:8]([C:10]2[NH:11][C:12](=[O:30])[C:13]3[C:18]([CH2:19][O:20][CH2:21][C@@H:22]4[CH2:27][O:26][C@@H:25]([C:28]([OH:36])=[O:29])[CH2:24][O:23]4)=[CH:17][S:16][C:14]=3[N:15]=2)=[O:9])=[CH:4][C:3]=1[O:33][CH3:34], predict the reactants needed to synthesize it. The reactants are: [F:1][C:2]1[CH:32]=[CH:31][C:5]([CH2:6][NH:7][C:8]([C:10]2[NH:11][C:12](=[O:30])[C:13]3[C:18]([CH2:19][O:20][CH2:21][C@H:22]4[CH2:27][O:26][C@H:25]([CH2:28][OH:29])[CH2:24][O:23]4)=[CH:17][S:16][C:14]=3[N:15]=2)=[O:9])=[CH:4][C:3]=1[O:33][CH3:34].[Cr](O[Cr]([O-])(=O)=O)([O-])(=O)=[O:36].[NH+]1C=CC=CC=1.[NH+]1C=CC=CC=1. (7) Given the product [C:12]([C:6]1[CH:5]=[C:4]([CH:11]=[CH:10][C:7]=1[C:8]#[N:9])[O:14][C:15]1[CH:20]=[CH:19][C:18]([O:44][C:41]2[CH:11]=[CH:10][C:7]([C:8]#[N:9])=[C:6]([C:40]#[N:37])[CH:5]=2)=[CH:17][C:16]=1[P:22](=[O:35])([C:23]1[CH:28]=[CH:27][CH:26]=[CH:25][CH:24]=1)[C:29]1[CH:30]=[CH:31][CH:32]=[CH:33][CH:34]=1)#[N:13], predict the reactants needed to synthesize it. The reactants are: [N+]([C:4]1[CH:5]=[C:6]([C:12]#[N:13])[C:7](=[CH:10][CH:11]=1)[C:8]#[N:9])([O-])=O.[OH:14][C:15]1[CH:20]=[CH:19][C:18](O)=[CH:17][C:16]=1[P:22](=[O:35])([C:29]1[CH:34]=[CH:33][CH:32]=[CH:31][CH:30]=1)[C:23]1[CH:28]=[CH:27][CH:26]=[CH:25][CH:24]=1.C[N:37]([CH3:40])C=O.[C:41](=[O:44])([O-])[O-].[K+].[K+]. (8) Given the product [CH2:9]1[CH2:7][O:6][CH:1]2[CH:26]([CH2:27][C:28]3[CH2:29][C@@H:30]([CH3:40])[C@@H:31]4[C@@H:22]([C:23]=3[CH2:24]2)[C@@H:21]([F:20])[CH2:38][C@@:36]2([CH3:37])[C@H:32]4[CH2:33][CH2:34][C@@H:35]2[OH:39])[O:41]1, predict the reactants needed to synthesize it. The reactants are: [CH:1]([O:6][CH3:7])(OC)OC.O.[C:9]1(C)C=CC(S(O)(=O)=O)=CC=1.[F:20][C@H:21]1[CH2:38][C@@:36]2([CH3:37])[C@@H:32]([CH2:33][CH2:34][C@@H:35]2[OH:39])[C@H:31]2[C@H:22]1[C@@H:23]1[C:28]([CH2:29][C@H:30]2[CH3:40])=[CH:27][C:26](=[O:41])C[CH2:24]1.C(=O)([O-])[O-].[Na+].[Na+].